The task is: Predict the product of the given reaction.. This data is from Forward reaction prediction with 1.9M reactions from USPTO patents (1976-2016). Given the reactants [CH3:1][CH:2]1[C:10]2[C:5](=[CH:6][CH:7]=[CH:8][CH:9]=2)[NH:4][C:3]1=[O:11].C(=O)([O-])[O-].[K+].[K+].Br[CH2:19][CH2:20][CH2:21][Cl:22].O, predict the reaction product. The product is: [Cl:22][CH2:21][CH2:20][CH2:19][N:4]1[C:5]2[C:10](=[CH:9][CH:8]=[CH:7][CH:6]=2)[CH:2]([CH3:1])[C:3]1=[O:11].